This data is from Forward reaction prediction with 1.9M reactions from USPTO patents (1976-2016). The task is: Predict the product of the given reaction. (1) Given the reactants [C:1]([NH:9][C:10]1[CH:30]=[CH:29][C:13]([O:14][C:15]2[C:20]([C:21]([NH2:23])=[O:22])=[CH:19][N:18]=[C:17]([CH:24]3[CH2:28][CH2:27][NH:26][CH2:25]3)[CH:16]=2)=[CH:12][CH:11]=1)(=[O:8])[C:2]1[CH:7]=[CH:6][CH:5]=[CH:4][CH:3]=1.C(N(C(C)C)C(C)C)C.[C:40](Cl)(=[O:43])[CH:41]=[CH2:42], predict the reaction product. The product is: [C:40]([N:26]1[CH2:27][CH2:28][CH:24]([C:17]2[CH:16]=[C:15]([O:14][C:13]3[CH:29]=[CH:30][C:10]([NH:9][C:1](=[O:8])[C:2]4[CH:3]=[CH:4][CH:5]=[CH:6][CH:7]=4)=[CH:11][CH:12]=3)[C:20]([C:21]([NH2:23])=[O:22])=[CH:19][N:18]=2)[CH2:25]1)(=[O:43])[CH:41]=[CH2:42]. (2) The product is: [NH:25]1[C:29]2[CH:30]=[CH:31][C:32]([C@@H:34]([NH:36][C:6]3[C:5]([N+:9]([O-:11])=[O:10])=[CH:4][N:3]=[C:2]([Cl:1])[CH:7]=3)[CH3:35])=[CH:33][C:28]=2[N:27]=[CH:26]1. Given the reactants [Cl:1][C:2]1[CH:7]=[C:6](Cl)[C:5]([N+:9]([O-:11])=[O:10])=[CH:4][N:3]=1.C(N(CC)CC)C.O1CCCCC1[N:25]1[C:29]2[CH:30]=[CH:31][C:32]([C@@H:34]([NH2:36])[CH3:35])=[CH:33][C:28]=2[N:27]=[CH:26]1, predict the reaction product.